Dataset: Forward reaction prediction with 1.9M reactions from USPTO patents (1976-2016). Task: Predict the product of the given reaction. (1) Given the reactants Cl.[NH2:2][CH2:3][C:4]1[CH:13]=[CH:12][C:7]([C:8]([O:10][CH3:11])=[O:9])=[CH:6][CH:5]=1.[CH3:14][O:15][C:16]1[CH:17]=[CH:18][CH:19]=[C:20]2[C:25]=1[CH2:24][C:23](=O)[CH2:22][CH2:21]2.C(N(CC)C(C)C)(C)C.C(O[BH-](OC(=O)C)OC(=O)C)(=O)C.[Na+].C(=O)([O-])[O-].[K+].[K+], predict the reaction product. The product is: [CH3:14][O:15][C:16]1[CH:17]=[CH:18][CH:19]=[C:20]2[C:25]=1[CH2:24][CH:23]([NH:2][CH2:3][C:4]1[CH:5]=[CH:6][C:7]([C:8]([O:10][CH3:11])=[O:9])=[CH:12][CH:13]=1)[CH2:22][CH2:21]2. (2) Given the reactants [Cl:1][C:2]1[CH:7]=[CH:6][C:5]([O:8][CH3:9])=[CH:4][C:3]=1[C:10]1[CH:20]=[C:19]([CH3:21])[C:13]2[N:14]=[C:15]([NH2:18])[N:16]=[N:17][C:12]=2[CH:11]=1.Br[C:23]1[CH:28]=[CH:27][C:26]([C:29]([N:31]2[CH2:36][CH2:35][N:34]([CH3:37])[CH2:33][CH2:32]2)=[O:30])=[CH:25][CH:24]=1.C(=O)([O-])[O-].[Cs+].[Cs+].C1(P(C2C=CC=CC=2)C2C3OC4C(=CC=CC=4P(C4C=CC=CC=4)C4C=CC=CC=4)C(C)(C)C=3C=CC=2)C=CC=CC=1, predict the reaction product. The product is: [Cl:1][C:2]1[CH:7]=[CH:6][C:5]([O:8][CH3:9])=[CH:4][C:3]=1[C:10]1[CH:20]=[C:19]([CH3:21])[C:13]2[N:14]=[C:15]([NH:18][C:23]3[CH:24]=[CH:25][C:26]([C:29]([N:31]4[CH2:36][CH2:35][N:34]([CH3:37])[CH2:33][CH2:32]4)=[O:30])=[CH:27][CH:28]=3)[N:16]=[N:17][C:12]=2[CH:11]=1. (3) Given the reactants [CH2:1]([O:8][C:9]1[C:14]2[C:15]([NH2:18])=[N:16][NH:17][C:13]=2[CH:12]=[CH:11][N:10]=1)[C:2]1[CH:7]=[CH:6][CH:5]=[CH:4][CH:3]=1.[C:19](#[N:23])/[CH:20]=[CH:21]/[CH3:22].C1CCN2C(=NCCC2)CC1, predict the reaction product. The product is: [NH2:18][C:15]1[C:14]2[C:9]([O:8][CH2:1][C:2]3[CH:3]=[CH:4][CH:5]=[CH:6][CH:7]=3)=[N:10][CH:11]=[CH:12][C:13]=2[N:17]([CH:21]([CH3:22])[CH2:20][C:19]#[N:23])[N:16]=1. (4) Given the reactants [NH2:1][C:2]1[C:3]([F:16])=[CH:4][C:5]([OH:15])=[C:6]([N:8]2[C:12](=[O:13])[N:11]([CH3:14])[N:10]=[N:9]2)[CH:7]=1.Cl[C:18]1[N:23]=[C:22]([NH:24][C@@H:25]2[CH2:33][C@H:32]3[N:28]([CH2:29][CH2:30][CH2:31]3)[C:27]([CH3:35])([CH3:34])[CH2:26]2)[C:21]([C:36]#[N:37])=[CH:20][N:19]=1.[C:38]1([S:44]([OH:47])(=[O:46])=[O:45])[CH:43]=[CH:42][CH:41]=[CH:40][CH:39]=1, predict the reaction product. The product is: [CH3:34][C:27]1([CH3:35])[CH2:26][C@H:25]([NH:24][C:22]2[C:21]([C:36]#[N:37])=[CH:20][N:19]=[C:18]([NH:1][C:2]3[C:3]([F:16])=[CH:4][C:5]([OH:15])=[C:6]([N:8]4[C:12](=[O:13])[N:11]([CH3:14])[N:10]=[N:9]4)[CH:7]=3)[N:23]=2)[CH2:33][C@H:32]2[N:28]1[CH2:29][CH2:30][CH2:31]2.[C:38]1([S:44]([OH:47])(=[O:46])=[O:45])[CH:43]=[CH:42][CH:41]=[CH:40][CH:39]=1. (5) Given the reactants [ClH:1].CCOC(C)=O.[OH:8][C:9]1([C:21]2[C:22]([NH:27]C(=O)OC(C)(C)C)=[N:23][CH:24]=[CH:25][CH:26]=2)[CH2:14][CH2:13][CH:12]([C:15]2[CH:20]=[CH:19][CH:18]=[CH:17][CH:16]=2)[CH2:11][CH2:10]1, predict the reaction product. The product is: [ClH:1].[NH2:27][C:22]1[C:21]([C:9]2([OH:8])[CH2:14][CH2:13][CH:12]([C:15]3[CH:16]=[CH:17][CH:18]=[CH:19][CH:20]=3)[CH2:11][CH2:10]2)=[CH:26][CH:25]=[CH:24][N:23]=1. (6) Given the reactants [OH:1][C@@H:2]1[CH2:6][CH2:5][N:4]([C:7]2[CH:16]=[CH:15][C:14]3[C:9](=[CH:10][CH:11]=[C:12]([CH3:27])[C:13]=3[NH:17][C:18](=[O:26])[CH2:19][CH:20]3[CH2:25][CH2:24][CH2:23][CH2:22][CH2:21]3)[N:8]=2)[CH2:3]1.[CH3:28][S:29](Cl)(=[O:31])=[O:30].C(N(CC)CC)C, predict the reaction product. The product is: [CH3:27][C:12]1[C:13]([NH:17][C:18](=[O:26])[CH2:19][CH:20]2[CH2:21][CH2:22][CH2:23][CH2:24][CH2:25]2)=[C:14]2[C:9](=[CH:10][CH:11]=1)[N:8]=[C:7]([N:4]1[CH2:5][CH2:6][C@@H:2]([O:1][S:29]([CH3:28])(=[O:31])=[O:30])[CH2:3]1)[CH:16]=[CH:15]2. (7) Given the reactants [CH3:1][S:2](Cl)(=[O:4])=[O:3].[OH:6][CH2:7][CH2:8][N:9]([C@H:20]([CH3:23])[CH2:21][OH:22])[S:10]([C:13]1[CH:18]=[CH:17][C:16]([CH3:19])=[CH:15][CH:14]=1)(=[O:12])=[O:11], predict the reaction product. The product is: [CH3:19][C:16]1[CH:17]=[CH:18][C:13]([S:10]([N:9]([C@H:20]([CH3:23])[CH2:21][O:22][S:2]([CH3:1])(=[O:4])=[O:3])[CH2:8][CH2:7][O:6][S:2]([CH3:1])(=[O:4])=[O:3])(=[O:12])=[O:11])=[CH:14][CH:15]=1.